The task is: Predict the reaction yield, written as a fraction of the theoretical maximum amount of product (1.0 means a 100% yield; for example, 0.34 means a 34% yield).. This data is from Reaction yield outcomes from USPTO patents with 853,638 reactions. (1) The reactants are [F:1][C:2]([F:16])([F:15])[C:3]1[CH:14]=[CH:13][C:6]([CH2:7][CH:8]([C:11]#[N:12])[C:9]#[N:10])=[CH:5][CH:4]=1.C(=O)([O-])[O-].[Cs+].[Cs+].FC(F)(F)S(O[CH2:29][C:30]([F:33])([F:32])[F:31])(=O)=O. The catalyst is CN(C)C=O. The product is [F:31][C:30]([F:33])([F:32])[CH2:29][C:8]([CH2:7][C:6]1[CH:5]=[CH:4][C:3]([C:2]([F:15])([F:16])[F:1])=[CH:14][CH:13]=1)([C:11]#[N:12])[C:9]#[N:10]. The yield is 0.400. (2) The reactants are C(C1C=CC(C2C=CC=CC=2)=C(C(C)C)C=1C(C)C)(C)C.[O-]P([O-])([O-])=O.[K+].[K+].[K+].[CH2:30]([C@@H:32]1[C:36]2[NH:37][C:38](B3OC(C)(C)C(C)(C)O3)=[CH:39][C:35]=2[C:34](=[O:49])[NH:33]1)[CH3:31].[C:50]([NH:54][C:55]1[N:64]([CH3:65])[C:63](=[O:66])[C:62]2[C:57](=[C:58](I)[CH:59]=[CH:60][CH:61]=2)[N:56]=1)([CH3:53])([CH3:52])[CH3:51].[OH-].[Na+]. The catalyst is O1CCOCC1.O.CCOCC.C1C=CC(/C=C/C(/C=C/C2C=CC=CC=2)=O)=CC=1.C1C=CC(/C=C/C(/C=C/C2C=CC=CC=2)=O)=CC=1.C1C=CC(/C=C/C(/C=C/C2C=CC=CC=2)=O)=CC=1.[Pd].[Pd]. The product is [C:50]([NH:54][C:55]1[N:64]([CH3:65])[C:63](=[O:66])[C:62]2[C:57](=[C:58]([C:38]3[NH:37][C:36]4[C@@H:32]([CH2:30][CH3:31])[NH:33][C:34](=[O:49])[C:35]=4[CH:39]=3)[CH:59]=[CH:60][CH:61]=2)[N:56]=1)([CH3:53])([CH3:52])[CH3:51]. The yield is 0.526. (3) The reactants are [Li]CCCC.[C:6](#[N:8])[CH3:7].[CH3:9][O:10][C:11]1[CH:27]=[CH:26][C:14]([CH2:15][N:16]2[CH:20]=[C:19]([C:21]([O:23]CC)=O)[CH:18]=[N:17]2)=[CH:13][CH:12]=1. The catalyst is C1COCC1. The product is [CH3:9][O:10][C:11]1[CH:12]=[CH:13][C:14]([CH2:15][N:16]2[CH:20]=[C:19]([C:21](=[O:23])[CH2:7][C:6]#[N:8])[CH:18]=[N:17]2)=[CH:26][CH:27]=1. The yield is 0.680. (4) The reactants are [C:1]([O:5][C:6]([N:8]1[CH2:14][CH:13]([N:15]2[CH2:20][CH2:19][CH2:18][CH2:17][C:16]2=[O:21])[CH2:12][O:11][CH2:10][CH2:9]1)=[O:7])([CH3:4])([CH3:3])[CH3:2].[Li+].CC([N-]C(C)C)C.CCCCCCC.C1COCC1.C(C1C=CC=CC=1)C.C1(S(Cl)(=O)=O)C=CC=CC=1.[Cl:60][C:61]1[CH:62]=[C:63]([NH2:68])[CH:64]=[C:65]([F:67])[CH:66]=1.[H-].[Na+]. The yield is 0.590. The catalyst is C1COCC1. The product is [Cl:60][C:61]1[CH:62]=[C:63]([NH:68][CH:17]2[CH2:18][CH2:19][CH2:20][N:15]([CH:13]3[CH2:12][O:11][CH2:10][CH2:9][N:8]([C:6]([O:5][C:1]([CH3:4])([CH3:2])[CH3:3])=[O:7])[CH2:14]3)[C:16]2=[O:21])[CH:64]=[C:65]([F:67])[CH:66]=1. (5) The reactants are [NH2:1][C:2]1[N:10]=[C:9]([O:11][C@@H:12]([CH3:16])[CH2:13][CH2:14][CH3:15])[N:8]=[C:7]2[C:3]=1[NH:4][C:5](=[O:28])[N:6]2[CH2:17][CH2:18][CH2:19][CH2:20][CH2:21][N:22]1[CH2:27][CH2:26][CH2:25][CH2:24][CH2:23]1.[C:29]([OH:36])(=[O:35])/[CH:30]=[CH:31]\[C:32]([OH:34])=[O:33]. The catalyst is C(O)(C)C. The product is [C:29]([OH:36])(=[O:35])/[CH:30]=[CH:31]\[C:32]([OH:34])=[O:33].[NH2:1][C:2]1[N:10]=[C:9]([O:11][C@@H:12]([CH3:16])[CH2:13][CH2:14][CH3:15])[N:8]=[C:7]2[C:3]=1[NH:4][C:5](=[O:28])[N:6]2[CH2:17][CH2:18][CH2:19][CH2:20][CH2:21][N:22]1[CH2:23][CH2:24][CH2:25][CH2:26][CH2:27]1. The yield is 0.690. (6) The reactants are Cl.Cl.[OH:3][CH2:4][C@H:5]1[CH2:14][N:9]2[CH2:10][CH2:11][NH:12][CH2:13][C@@H:8]2[CH2:7][CH2:6]1.Cl[C:16]1[CH:21]=[CH:20][C:19]([Cl:22])=[CH:18][N:17]=1.C(=O)([O-])[O-].[Na+].[Na+]. The catalyst is C(O)CC(C)C. The product is [OH:3][CH2:4][C@H:5]1[CH2:14][N:9]2[CH2:10][CH2:11][N:12]([C:16]3[CH:21]=[CH:20][C:19]([Cl:22])=[CH:18][N:17]=3)[CH2:13][C@@H:8]2[CH2:7][CH2:6]1. The yield is 0.650. (7) The reactants are [Br:1][C:2]1[CH:3]=[C:4]2[C:8](=[CH:9][CH:10]=1)[NH:7][C:6](=[O:11])[CH2:5]2.[CH2:12]([N:14]([CH2:29][CH3:30])[CH2:15][CH2:16][CH2:17][NH:18][C:19]([C:21]1[NH:22][C:23]([CH:27]=O)=[CH:24][C:25]=1[CH3:26])=[O:20])[CH3:13]. No catalyst specified. The product is [CH2:29]([N:14]([CH2:12][CH3:13])[CH2:15][CH2:16][CH2:17][NH:18][C:19]([C:21]1[NH:22][C:23]([CH:27]=[C:5]2[C:4]3[C:8](=[CH:9][CH:10]=[C:2]([Br:1])[CH:3]=3)[NH:7][C:6]2=[O:11])=[CH:24][C:25]=1[CH3:26])=[O:20])[CH3:30]. The yield is 0.150.